From a dataset of HIV replication inhibition screening data with 41,000+ compounds from the AIDS Antiviral Screen. Binary Classification. Given a drug SMILES string, predict its activity (active/inactive) in a high-throughput screening assay against a specified biological target. The molecule is O=C(OCc1ccccc1)C(c1ccccc1)=[N+]1C(=S)Nc2ccc([N+](=O)[O-])cc21. The result is 0 (inactive).